From a dataset of Catalyst prediction with 721,799 reactions and 888 catalyst types from USPTO. Predict which catalyst facilitates the given reaction. Reactant: [CH2:1]([C:6]1[CH:11]=[CH:10][C:9]([C:12]#[C:13][C:14]2[O:18][C:17]([C:19]([NH:21][C@@H:22]([CH2:27][N+:28]([CH3:31])([CH3:30])[CH3:29])[CH2:23][C:24]([O-:26])=[O:25])=[O:20])=[CH:16][CH:15]=2)=[CH:8][CH:7]=1)[CH2:2][CH2:3][CH2:4][CH3:5]. Product: [CH2:1]([C:6]1[CH:11]=[CH:10][C:9]([CH2:12][CH2:13][CH:14]2[O:18][CH:17]([C:19]([NH:21][C@@H:22]([CH2:27][N+:28]([CH3:31])([CH3:29])[CH3:30])[CH2:23][C:24]([O-:26])=[O:25])=[O:20])[CH2:16][CH2:15]2)=[CH:8][CH:7]=1)[CH2:2][CH2:3][CH2:4][CH3:5]. The catalyst class is: 45.